Predict the reactants needed to synthesize the given product. From a dataset of Full USPTO retrosynthesis dataset with 1.9M reactions from patents (1976-2016). (1) Given the product [F:23][CH:24]([F:33])[CH:25]([NH:32][C:17](=[O:18])[C@@H:16]1[CH2:20][CH2:21][CH2:22][N:15]1[C:13](=[O:14])[CH2:12][CH2:11][C:3]1[N:2]([CH3:1])[C:6]2[CH:7]=[CH:8][CH:9]=[CH:10][C:5]=2[N:4]=1)[C:26]1[CH:31]=[CH:30][CH:29]=[CH:28][CH:27]=1, predict the reactants needed to synthesize it. The reactants are: [CH3:1][N:2]1[C:6]2[CH:7]=[CH:8][CH:9]=[CH:10][C:5]=2[N:4]=[C:3]1[CH2:11][CH2:12][C:13]([N:15]1[CH2:22][CH2:21][CH2:20][C@H:16]1[C:17](O)=[O:18])=[O:14].[F:23][CH:24]([F:33])[CH:25]([NH2:32])[C:26]1[CH:31]=[CH:30][CH:29]=[CH:28][CH:27]=1.C(N(CC)CC)C.C(Cl)CCl.C1C=CC2N(O)N=NC=2C=1. (2) Given the product [CH2:1]([O:8][CH:9]1[CH2:10][C:11]2([CH2:21][CH2:20][C:15](=[O:16])[CH2:14][CH2:13]2)[CH2:12]1)[C:2]1[CH:3]=[CH:4][CH:5]=[CH:6][CH:7]=1, predict the reactants needed to synthesize it. The reactants are: [CH2:1]([O:8][CH:9]1[CH2:12][C:11]2([CH2:21][CH2:20][C:15]3(OCC[O:16]3)[CH2:14][CH2:13]2)[CH2:10]1)[C:2]1[CH:7]=[CH:6][CH:5]=[CH:4][CH:3]=1. (3) The reactants are: [CH2:1]([O:3][C:4](=[O:42])[C:5]([CH3:41])([O:34][C:35]1[CH:40]=[CH:39][CH:38]=[CH:37][CH:36]=1)[CH2:6][C:7]1[CH:12]=[CH:11][C:10]([CH:13]=[CH:14][CH2:15][CH:16]2[CH2:20][N:19]([CH2:21][C:22]3[CH:27]=[CH:26][C:25]([C:28]([F:31])([F:30])[F:29])=[CH:24][CH:23]=3)[C:18](=[O:32])[N:17]2[CH3:33])=[CH:9][CH:8]=1)[CH3:2]. Given the product [CH2:1]([O:3][C:4](=[O:42])[C:5]([CH3:41])([O:34][C:35]1[CH:40]=[CH:39][CH:38]=[CH:37][CH:36]=1)[CH2:6][C:7]1[CH:12]=[CH:11][C:10]([CH2:13][CH2:14][CH2:15][CH:16]2[CH2:20][N:19]([CH2:21][C:22]3[CH:27]=[CH:26][C:25]([C:28]([F:29])([F:30])[F:31])=[CH:24][CH:23]=3)[C:18](=[O:32])[N:17]2[CH3:33])=[CH:9][CH:8]=1)[CH3:2], predict the reactants needed to synthesize it. (4) Given the product [N:12]1[CH:8]=[CH:7][CH:6]=[CH:2][C:1]=1[C:4]1[C:9]([C:15]2[CH:14]=[CH:2][CH:1]=[CH:4][N:5]=2)=[CH:8][CH:7]=[CH:6][N:5]=1, predict the reactants needed to synthesize it. The reactants are: [C:1]([C:4]1[CH:9]=[CH:8][CH:7]=[CH:6][N:5]=1)(=O)[CH3:2].[OH-].[K+].[NH4+:12].[OH-].[CH2:14](O)[CH3:15]. (5) Given the product [C:3]([C:5]1[CH:6]=[C:7]([C:15]2[O:19][N:18]=[C:17]([C:20]3[CH:21]=[CH:22][C:23]([F:33])=[C:24]([CH2:26][CH2:27][C:28]([OH:30])=[O:29])[CH:25]=3)[N:16]=2)[CH:8]=[CH:9][C:10]=1[O:11][CH:12]([CH3:14])[CH3:13])#[N:4], predict the reactants needed to synthesize it. The reactants are: [OH-].[Na+].[C:3]([C:5]1[CH:6]=[C:7]([C:15]2[O:19][N:18]=[C:17]([C:20]3[CH:21]=[CH:22][C:23]([F:33])=[C:24]([CH2:26][CH2:27][C:28]([O:30]CC)=[O:29])[CH:25]=3)[N:16]=2)[CH:8]=[CH:9][C:10]=1[O:11][CH:12]([CH3:14])[CH3:13])#[N:4].Cl.